Dataset: Full USPTO retrosynthesis dataset with 1.9M reactions from patents (1976-2016). Task: Predict the reactants needed to synthesize the given product. Given the product [C:42]1([C:32]2[N:31]=[C:30]([C:26]3[CH:27]=[CH:28][CH:29]=[CH:24][CH:25]=3)[N:35]=[C:34]([C:36]3[CH:41]=[C:40]([C:16]4[CH:17]=[CH:18][C:19]5[N:7]([C:1]6[CH:2]=[CH:3][CH:4]=[CH:5][CH:6]=6)[C:8]6[C:13]([C:14]=5[CH:15]=4)=[CH:12][CH:11]=[CH:10][CH:9]=6)[CH:39]=[CH:38][CH:37]=3)[N:33]=2)[CH:47]=[CH:46][CH:45]=[CH:44][CH:43]=1, predict the reactants needed to synthesize it. The reactants are: [C:1]1([N:7]2[C:19]3[CH:18]=[CH:17][C:16](B(O)O)=[CH:15][C:14]=3[C:13]3[C:8]2=[CH:9][CH:10]=[CH:11][CH:12]=3)[CH:6]=[CH:5][CH:4]=[CH:3][CH:2]=1.Br[C:24]1[CH:25]=[C:26]([C:30]2[N:35]=[C:34]([C:36]3[CH:41]=[CH:40][CH:39]=[CH:38][CH:37]=3)[N:33]=[C:32]([C:42]3[CH:47]=[CH:46][CH:45]=[CH:44][CH:43]=3)[N:31]=2)[CH:27]=[CH:28][CH:29]=1.P([O-])([O-])([O-])=O.[K+].[K+].[K+].C1(C)C=CC=CC=1P(C1C=CC=CC=1C)C1C=CC=CC=1C.